Dataset: Forward reaction prediction with 1.9M reactions from USPTO patents (1976-2016). Task: Predict the product of the given reaction. (1) Given the reactants [NH2:1][C:2]1[CH:10]=[C:9]2[C:5]([CH:6]=[CH:7][NH:8]2)=[C:4]([C:11]2[C:19]3[C:18]([NH:20][C@H:21]([C:23]4[N:28]([C:29]5[CH:34]=[CH:33][CH:32]=[CH:31][CH:30]=5)[C:27](=[O:35])[C:26]5=[C:36]([CH3:39])[CH:37]=[CH:38][N:25]5[N:24]=4)[CH3:22])=[N:17][CH:16]=[N:15][C:14]=3[N:13]([CH2:40][O:41][CH2:42][CH2:43][Si:44]([CH3:47])([CH3:46])[CH3:45])[CH:12]=2)[CH:3]=1.[N-:48]=[C:49]=[O:50].[K+], predict the reaction product. The product is: [CH3:39][C:36]1[CH:37]=[CH:38][N:25]2[C:26]=1[C:27](=[O:35])[N:28]([C:29]1[CH:34]=[CH:33][CH:32]=[CH:31][CH:30]=1)[C:23]([C@@H:21]([NH:20][C:18]1[C:19]3[C:11]([C:4]4[CH:3]=[C:2]([NH:1][C:49]([NH2:48])=[O:50])[CH:10]=[C:9]5[C:5]=4[CH:6]=[CH:7][NH:8]5)=[CH:12][N:13]([CH2:40][O:41][CH2:42][CH2:43][Si:44]([CH3:45])([CH3:47])[CH3:46])[C:14]=3[N:15]=[CH:16][N:17]=1)[CH3:22])=[N:24]2. (2) The product is: [F:1][C:2]1[CH:7]=[CH:6][C:5]([CH:8]2[O:50][C:48](=[O:33])[NH:45][CH:9]2[CH2:13][C:14]2[CH:19]=[CH:18][C:17]([C:20]([F:22])([F:21])[F:23])=[C:16]([F:24])[CH:15]=2)=[CH:4][CH:3]=1. Given the reactants [F:1][C:2]1[CH:7]=[CH:6][C:5]([CH:8](O)[CH:9]([CH2:13][C:14]2[CH:19]=[CH:18][C:17]([C:20]([F:23])([F:22])[F:21])=[C:16]([F:24])[CH:15]=2)C(O)=O)=[CH:4][CH:3]=1.C1(P(N=[N+]=[N-])(C2C=CC=CC=2)=[O:33])C=CC=CC=1.C([N:45]([CH2:48]C)CC)C.[OH2:50], predict the reaction product. (3) Given the reactants Cl[C:2]1[CH:7]=[CH:6][N:5]=[C:4]([S:8][CH3:9])[N:3]=1.[O-:10][CH2:11][CH3:12].[Na+], predict the reaction product. The product is: [CH2:11]([O:10][C:2]1[CH:7]=[CH:6][N:5]=[C:4]([S:8][CH3:9])[N:3]=1)[CH3:12]. (4) Given the reactants C(OC(=O)[NH:7][CH:8]1[CH2:13][CH2:12][CH:11]([NH:14][C:15]2[C:24]3[C:19](=[CH:20][CH:21]=[C:22]([C:25]4[CH:30]=[C:29]([F:31])[C:28]([OH:32])=[C:27]([Cl:33])[CH:26]=4)[N:23]=3)[N:18]=[CH:17][C:16]=2[C:34](=[O:36])[CH3:35])[CH2:10][CH2:9]1)(C)(C)C.C(O)(C(F)(F)F)=O.C1(N)C(F)=C(F)C(F)=C(N)C=1F.[ClH:57].Cl, predict the reaction product. The product is: [ClH:33].[ClH:57].[NH2:7][C@H:8]1[CH2:13][CH2:12][C@H:11]([NH:14][C:15]2[C:24]3[C:19](=[CH:20][CH:21]=[C:22]([C:25]4[CH:30]=[C:29]([F:31])[C:28]([OH:32])=[C:27]([Cl:33])[CH:26]=4)[N:23]=3)[N:18]=[CH:17][C:16]=2[C:34](=[O:36])[CH3:35])[CH2:10][CH2:9]1. (5) Given the reactants [CH3:1][N:2]1[C:14]2[C:13](=[O:15])[C:12]3[CH:11]=[C:10]([CH2:16][C:17]4[CH:18]=[C:19]([CH:22]=[CH:23][CH:24]=4)[C:20]#[N:21])[CH:9]=[CH:8][C:7]=3[NH:6][C:5]=2[CH:4]=[N:3]1.[OH-:25].[K+].[Cl-].[NH4+], predict the reaction product. The product is: [CH3:1][N:2]1[C:14]2[C:13](=[O:15])[C:12]3[CH:11]=[C:10]([CH2:16][C:17]4[CH:18]=[C:19]([CH:22]=[CH:23][CH:24]=4)[C:20]([NH2:21])=[O:25])[CH:9]=[CH:8][C:7]=3[NH:6][C:5]=2[CH:4]=[N:3]1. (6) Given the reactants [CH3:1][N:2]1[C:6](B(O)O)=[CH:5][C:4]([C:10]([F:13])([F:12])[F:11])=[N:3]1.[Cl:14][C:15]1[CH:20]=[CH:19][C:18](I)=[CH:17][CH:16]=1.[O-]P([O-])([O-])=O.[K+].[K+].[K+], predict the reaction product. The product is: [Cl:14][C:15]1[CH:20]=[CH:19][C:18]([C:6]2[N:2]([CH3:1])[N:3]=[C:4]([C:10]([F:13])([F:12])[F:11])[CH:5]=2)=[CH:17][CH:16]=1. (7) Given the reactants [NH2:1][C:2]1[C:7](Br)=[N:6][C:5]([Br:9])=[CH:4][N:3]=1.[CH2:10]([C:12]1[CH:19]=[CH:18][CH:17]=[C:16]([CH3:20])[C:13]=1[CH2:14][NH2:15])[CH3:11].C(N(CC)CC)C.C(=O)([O-])O.[Na+], predict the reaction product. The product is: [NH2:1][C:2]1[C:7]([NH:15][CH2:14][C:13]2[C:16]([CH3:20])=[CH:17][CH:18]=[CH:19][C:12]=2[CH2:10][CH3:11])=[N:6][C:5]([Br:9])=[CH:4][N:3]=1. (8) Given the reactants [C:1]1([C:14](O)=[O:15])[C:13]2[CH2:12][C:11]3[C:6](=[CH:7][CH:8]=[CH:9][CH:10]=3)[C:5]=2[CH:4]=[CH:3][CH:2]=1.[CH3:17][C:18]1[N:19]=[CH:20][N:21]([C:24]2[CH:25]=[C:26]([CH:28]=[CH:29][CH:30]=2)[NH2:27])[C:22]=1[CH3:23].Cl.C(N=C=NCCCN(C)C)C, predict the reaction product. The product is: [CH3:17][C:18]1[N:19]=[CH:20][N:21]([C:24]2[CH:25]=[C:26]([NH:27][C:14]([C:1]3[C:13]4[CH2:12][C:11]5[C:6](=[CH:7][CH:8]=[CH:9][CH:10]=5)[C:5]=4[CH:4]=[CH:3][CH:2]=3)=[O:15])[CH:28]=[CH:29][CH:30]=2)[C:22]=1[CH3:23]. (9) Given the reactants [N:1]1[CH:6]=[CH:5][C:4]([CH:7]([C:9]2[N:10]=[CH:11][N:12](C(C3C=CC=CC=3)(C3C=CC=CC=3)C3C=CC=CC=3)[CH:13]=2)O)=[CH:3][CH:2]=1.I.OS([O-])=O.[Na+], predict the reaction product. The product is: [NH:12]1[CH:13]=[C:9]([CH2:7][C:4]2[CH:5]=[CH:6][N:1]=[CH:2][CH:3]=2)[N:10]=[CH:11]1.